Dataset: Catalyst prediction with 721,799 reactions and 888 catalyst types from USPTO. Task: Predict which catalyst facilitates the given reaction. (1) Reactant: Cl[C:2]1[N:7]=[C:6]([O:8][CH2:9][C:10]2[CH:15]=[CH:14][C:13]([Cl:16])=[CH:12][CH:11]=2)[CH:5]=[CH:4][N:3]=1.[OH-:17].[Na+]. Product: [Cl:16][C:13]1[CH:14]=[CH:15][C:10]([CH2:9][O:8][C:6]2[CH:5]=[CH:4][NH:3][C:2](=[O:17])[N:7]=2)=[CH:11][CH:12]=1. The catalyst class is: 38. (2) The catalyst class is: 2. Product: [CH2:42]([O:41][C:39](=[O:40])[NH:1][CH2:2][C@@H:3]1[CH2:7][CH2:6][N:5]([C:8]2[C:17]3[C:12](=[CH:13][C:14]([CH3:18])=[CH:15][CH:16]=3)[N:11]=[C:10]([C:19]3[CH:24]=[CH:23][CH:22]=[CH:21][C:20]=3[OH:25])[N:9]=2)[CH2:4]1)[CH:43]([CH3:45])[CH3:44]. Reactant: [NH2:1][CH2:2][C@@H:3]1[CH2:7][CH2:6][N:5]([C:8]2[C:17]3[C:12](=[CH:13][C:14]([CH3:18])=[CH:15][CH:16]=3)[N:11]=[C:10]([C:19]3[CH:24]=[CH:23][CH:22]=[CH:21][C:20]=3[OH:25])[N:9]=2)[CH2:4]1.C1COCC1.C(N(CC)CC)C.Cl[C:39]([O:41][CH2:42][CH:43]([CH3:45])[CH3:44])=[O:40]. (3) The catalyst class is: 59. Reactant: [C:1]([O:5][C:6]([NH:8][CH2:9][CH:10]([NH:15][S:16]([C:19]1[C:31]([CH3:32])=[CH:30][C:22]([O:23][CH2:24][CH2:25][CH2:26][C:27](O)=[O:28])=[CH:21][C:20]=1[CH3:33])(=[O:18])=[O:17])[C:11]([O:13][CH3:14])=[O:12])=[O:7])([CH3:4])([CH3:3])[CH3:2].CN1CCOCC1.CC(C)(C)C(Cl)=O.Cl.[NH2:49][CH2:50][CH2:51][NH:52][C:53](=[O:62])[O:54][CH2:55][C:56]1[CH:61]=[CH:60][CH:59]=[CH:58][CH:57]=1. Product: [C:1]([O:5][C:6]([NH:8][CH2:9][C@H:10]([NH:15][S:16]([C:19]1[C:31]([CH3:32])=[CH:30][C:22]([O:23][CH2:24][CH2:25][CH2:26][C:27](=[O:28])[NH:49][CH2:50][CH2:51][NH:52][C:53]([O:54][CH2:55][C:56]2[CH:57]=[CH:58][CH:59]=[CH:60][CH:61]=2)=[O:62])=[CH:21][C:20]=1[CH3:33])(=[O:18])=[O:17])[C:11]([O:13][CH3:14])=[O:12])=[O:7])([CH3:2])([CH3:3])[CH3:4]. (4) Reactant: [F:1][C:2]1[C:9]([O:10][CH3:11])=[CH:8][CH:7]=[C:6]([O:12][CH3:13])[C:3]=1[CH:4]=O.C(=O)([O-])[O-].[Na+].[Na+].Cl.[NH2:21][OH:22]. Product: [F:1][C:2]1[C:9]([O:10][CH3:11])=[CH:8][CH:7]=[C:6]([O:12][CH3:13])[C:3]=1/[CH:4]=[N:21]/[OH:22]. The catalyst class is: 8. (5) Reactant: [C:1]([O:5][C@@H:6]([C:11]1[C:40]([CH3:41])=[N:39][C:38]2=[CH:42][C:35]3=[N:36][N:37]2[C:12]=1[N:13]1[CH2:47][CH2:46][C:16]([CH3:48])([O:17][CH2:18][CH:19]=[CH:20][CH2:21][C@H:22]([CH3:45])[O:23][C:24]2[CH:25]=[C:26]([CH3:44])[CH:27]=[CH:28][C:29]=2[C:30]2[CH:43]=[C:34]3[CH:33]=[CH:32][CH:31]=2)[CH2:15][CH2:14]1)[C:7]([O:9]C)=[O:8])([CH3:4])([CH3:3])[CH3:2].[OH-].[Na+]. Product: [C:1]([O:5][C@@H:6]([C:11]1[C:40]([CH3:41])=[N:39][C:38]2=[CH:42][C:35]3=[N:36][N:37]2[C:12]=1[N:13]1[CH2:14][CH2:15][C:16]([CH3:48])([O:17][CH2:18][CH:19]=[CH:20][CH2:21][C@H:22]([CH3:45])[O:23][C:24]2[CH:25]=[C:26]([CH3:44])[CH:27]=[CH:28][C:29]=2[C:30]2[CH:43]=[C:34]3[CH:33]=[CH:32][CH:31]=2)[CH2:46][CH2:47]1)[C:7]([OH:9])=[O:8])([CH3:4])([CH3:2])[CH3:3]. The catalyst class is: 5. (6) Reactant: [N:1]12[CH2:9][C@@H:5]([CH2:6][CH2:7][CH2:8]1)[C@@H:4]([O:10]C(=O)C)[CH2:3][CH2:2]2. Product: [N:1]12[CH2:9][C@@H:5]([CH2:6][CH2:7][CH2:8]1)[C@@H:4]([OH:10])[CH2:3][CH2:2]2. The catalyst class is: 74.